This data is from Experimentally validated miRNA-target interactions with 360,000+ pairs, plus equal number of negative samples. The task is: Binary Classification. Given a miRNA mature sequence and a target amino acid sequence, predict their likelihood of interaction. (1) The miRNA is hsa-miR-6130 with sequence UGAGGGAGUGGAUUGUAUG. The protein sequence of the target gene is MPSGFQQIGSEDGEPPQQRVTGTLVLAVFSAVLGSLQFGYNIGVINAPQKVIEQSYNETWLGRQGPEGPSSIPPGTLTTLWALSVAIFSVGGMISSFLIGIISQWLGRKRAMLVNNVLAVLGGSLMGLANAAASYEMLILGRFLIGAYSGLTSGLVPMYVGEIAPTHLRGALGTLNQLAIVIGILIAQVLGLESLLGTASLWPLLLGLTVLPALLQLVLLPFCPESPRYLYIIQNLEGPARKSLKRLTGWADVSGVLAELKDEKRKLERERPLSLLQLLGSRTHRQPLIIAVVLQLSQQL.... Result: 1 (interaction). (2) The miRNA is mmu-miR-741-3p with sequence UGAGAGAUGCCAUUCUAUGUAGA. The protein sequence of the target gene is MGKRQHQKDKMYITCAEYTHFYGGKKPDLPQTNFRRLPFDHCSLSLQPFVYPVCTPDGIVFDLLNIVPWLKKYGTNPSNGEKLDGRSLIKLNFSKNSEGKYHCPVLFTVFTNNTHIVAVRTTGNVYAYEAVEQLNIKAKNFRDLLTDEPFSRQDIITLQDPTNLDKFNVSNFYHVKNNMKIIDPDEEKAKQDPSYYLKNTNAETRETLQELYKEFKGDEILAATMKAPEKKKVDKLNAAHYSTGKVSASFTSTAMVPETTHEAAAIDEDVLRYQFVKKKGYVRLHTNKGDLNLELHCDLT.... Result: 0 (no interaction). (3) The miRNA is hsa-miR-187-5p with sequence GGCUACAACACAGGACCCGGGC. The protein sequence of the target gene is MALTAHPSCLLALLVAGLAQGIRGPLRAQDLGPQPLELKEAFKLFQIQFNRSYLSPEEHAHRLDIFAHNLAQAQRLQEEDLGTAEFGVTPFSDLTEEEFGQLYGYRRAAGGVPSMGREIRSEEPEESVPFSCDWRKVASAISPIKDQKNCNCCWAMAAAGNIETLWRISFWDFVDVSVQELLDCGRCGDGCHGGFVWDAFITVLNNSGLASEKDYPFQGKVRAHRCHPKKYQKVAWIQDFIMLQNNEHRIAQYLATYGPITVTINMKPLQLYRKGVIKATPTTCDPQLVDHSVLLVGFGS.... Result: 0 (no interaction). (4) The miRNA is hsa-miR-3169 with sequence UAGGACUGUGCUUGGCACAUAG. The protein sequence of the target gene is MAVPAAAMGPSALGQSGPGSMAPWCSVSSGPSRYVLGMQELFRGHSKTREFLAHSAKVHSVAWSCDGRRLASGSFDKTASVFLLEKDRLVKENNYRGHGDSVDQLCWHPSNPDLFVTASGDKTIRIWDVRTTKCIATVNTKGENINICWSPDGQTIAVGNKDDVVTFIDAKTHRSKAEEQFKFEVNEISWNNDNNMFFLTNGNGCINILSYPELKPVQSINAHPSNCICIKFDPMGKYFATGSADALVSLWDVDELVCVRCFSRLDWPVRTLSFSHDGKMLASASEDHFIDIAEVETGDK.... Result: 0 (no interaction).